Dataset: Reaction yield outcomes from USPTO patents with 853,638 reactions. Task: Predict the reaction yield, written as a fraction of the theoretical maximum amount of product (1.0 means a 100% yield; for example, 0.34 means a 34% yield). (1) The reactants are C[O-].[Na+].O1CCCC1.[CH:9]1([N:12]2[C:17](=[O:18])[C:16]3[C:19]([NH:26][C:27]4[CH:28]=[C:29]([NH:33][S:34]([CH3:37])(=[O:36])=[O:35])[CH:30]=[CH:31][CH:32]=4)=[C:20]([CH3:25])[C:21](=[O:24])[N:22]([CH3:23])[C:15]=3[N:14]([C:38]3[CH:43]=[CH:42][C:41]([I:44])=[CH:40][C:39]=3[F:45])[C:13]2=[O:46])[CH2:11][CH2:10]1.C(O)(=O)C. The catalyst is CO. The product is [CH:9]1([N:12]2[C:17](=[O:18])[C:16]3=[C:15]([NH:14][C:38]4[CH:43]=[CH:42][C:41]([I:44])=[CH:40][C:39]=4[F:45])[N:22]([CH3:23])[C:21](=[O:24])[C:20]([CH3:25])=[C:19]3[N:26]([C:27]3[CH:28]=[C:29]([NH:33][S:34]([CH3:37])(=[O:36])=[O:35])[CH:30]=[CH:31][CH:32]=3)[C:13]2=[O:46])[CH2:10][CH2:11]1. The yield is 0.930. (2) The yield is 0.105. The product is [C:26]([C:3]1[CH:4]=[C:5]([F:25])[C:6]([N:8]2[CH2:13][CH2:12][N:11]([C:14]([O:16][C:17]([CH3:18])([CH3:20])[CH3:19])=[O:15])[C@H:10]([CH2:21][CH:22]([CH3:24])[CH3:23])[CH2:9]2)=[N:7][C:2]=1[C:36]1[C:44]2[C:39](=[N:40][CH:41]=[CH:42][CH:43]=2)[N:38]([C:45]([C:58]2[CH:63]=[CH:62][CH:61]=[CH:60][CH:59]=2)([C:52]2[CH:53]=[CH:54][CH:55]=[CH:56][CH:57]=2)[C:46]2[CH:51]=[CH:50][CH:49]=[CH:48][CH:47]=2)[N:37]=1)#[N:27]. The catalyst is C(#N)C.O.CC(C)([P](C(C)(C)C)([Pd][P](C(C)(C)C)(C(C)(C)C)C(C)(C)C)C(C)(C)C)C. The reactants are Cl[C:2]1[N:7]=[C:6]([N:8]2[CH2:13][CH2:12][N:11]([C:14]([O:16][C:17]([CH3:20])([CH3:19])[CH3:18])=[O:15])[C@H:10]([CH2:21][CH:22]([CH3:24])[CH3:23])[CH2:9]2)[C:5]([F:25])=[CH:4][C:3]=1[C:26]#[N:27].CC1(C)C(C)(C)OB([C:36]2[C:44]3[C:39](=[N:40][CH:41]=[CH:42][CH:43]=3)[N:38]([C:45]([C:58]3[CH:63]=[CH:62][CH:61]=[CH:60][CH:59]=3)([C:52]3[CH:57]=[CH:56][CH:55]=[CH:54][CH:53]=3)[C:46]3[CH:51]=[CH:50][CH:49]=[CH:48][CH:47]=3)[N:37]=2)O1.[O-]P([O-])([O-])=O.[K+].[K+].[K+]. (3) The reactants are [C:1]([C:5]1[O:9][C:8]([C:10]2[C:11]([NH2:28])=[N:12][CH:13]=[C:14]([C:16]3[N:20]([CH3:21])[N:19]=[C:18]([CH:22]4[CH2:27][CH2:26][NH:25][CH2:24][CH2:23]4)[N:17]=3)[N:15]=2)=[N:7][N:6]=1)([CH3:4])([CH3:3])[CH3:2].[OH:29][C@@H:30]([CH3:35])[CH2:31][C:32](O)=[O:33]. No catalyst specified. The product is [NH2:28][C:11]1[N:12]=[CH:13][C:14]([C:16]2[N:20]([CH3:21])[N:19]=[C:18]([CH:22]3[CH2:23][CH2:24][N:25]([C:32](=[O:33])[CH2:31][C@@H:30]([OH:29])[CH3:35])[CH2:26][CH2:27]3)[N:17]=2)=[N:15][C:10]=1[C:8]1[O:9][C:5]([C:1]([CH3:4])([CH3:2])[CH3:3])=[N:6][N:7]=1. The yield is 0.682. (4) The reactants are [CH3:1][C:2]1[CH:3]=[C:4]2[C:9](=[CH:10][C:11]=1[CH3:12])[NH:8][C:7](=[O:13])[C:6](=[O:14])[NH:5]2.C(=O)([O-])[O-].[Cs+].[Cs+].[CH3:21][C:22]([CH3:26])=[CH:23][CH2:24]Br.O. The catalyst is CS(C)=O. The product is [CH3:12][C:11]1[CH:10]=[C:9]2[C:4](=[CH:3][C:2]=1[CH3:1])[N:5]([CH2:24][CH:23]=[C:22]([CH3:26])[CH3:21])[C:6](=[O:14])[C:7](=[O:13])[NH:8]2. The yield is 0.420.